From a dataset of Reaction yield outcomes from USPTO patents with 853,638 reactions. Predict the reaction yield, written as a fraction of the theoretical maximum amount of product (1.0 means a 100% yield; for example, 0.34 means a 34% yield). (1) The reactants are [CH3:1][O:2][C:3]1[CH:12]=[CH:11][C:10]2[NH:9][C:8](=[O:13])[C:7]3[S:14][CH:15]=[CH:16][C:6]=3[C:5]=2[C:4]=1[C:17]1[CH:32]=[CH:31][C:20]([CH2:21][CH2:22][NH:23][C:24](=[O:30])[O:25][C:26]([CH3:29])([CH3:28])[CH3:27])=[CH:19][CH:18]=1.C1C(=O)N([Cl:40])C(=O)C1. No catalyst specified. The product is [Cl:40][C:11]1[C:10]2[NH:9][C:8](=[O:13])[C:7]3[S:14][CH:15]=[CH:16][C:6]=3[C:5]=2[C:4]([C:17]2[CH:32]=[CH:31][C:20]([CH2:21][CH2:22][NH:23][C:24](=[O:30])[O:25][C:26]([CH3:28])([CH3:29])[CH3:27])=[CH:19][CH:18]=2)=[C:3]([O:2][CH3:1])[CH:12]=1. The yield is 0.380. (2) The reactants are Cl.Cl.[NH:3]1[CH2:6][CH:5]([C:7]2[C:8]([O:28][CH3:29])=[C:9]([CH:15]([N:17]3[C:21]4=[N:22][CH:23]=[N:24][C:25]([NH2:26])=[C:20]4[C:19]([CH3:27])=[N:18]3)[CH3:16])[CH:10]=[C:11]([Cl:14])[C:12]=2[CH3:13])[CH2:4]1.C(N(CC)CC)C.[CH3:37][N:38]1[CH:42]=[C:41]([C:43](Cl)=[O:44])[CH:40]=[N:39]1. The catalyst is C(Cl)Cl. The product is [Cl:14][C:11]1[C:12]([CH3:13])=[C:7]([CH:5]2[CH2:4][N:3]([C:43]([C:41]3[CH:40]=[N:39][N:38]([CH3:37])[CH:42]=3)=[O:44])[CH2:6]2)[C:8]([O:28][CH3:29])=[C:9]([CH:15]([N:17]2[C:21]3=[N:22][CH:23]=[N:24][C:25]([NH2:26])=[C:20]3[C:19]([CH3:27])=[N:18]2)[CH3:16])[CH:10]=1. The yield is 0.440. (3) The reactants are Br[C:2]1[N:7]=[C:6]2[N:8]([CH2:13][CH2:14][O:15][CH3:16])[C:9](=[O:12])[CH2:10][NH:11][C:5]2=[N:4][CH:3]=1.[CH3:17][Sn:18]([CH3:24])([CH3:23])[Sn:18]([CH3:24])([CH3:23])[CH3:17]. The catalyst is O1CCOCC1.C(OCC)(=O)C.CCCCCC.[Pd].C1(P(C2C=CC=CC=2)C2C=CC=CC=2)C=CC=CC=1.C1(P(C2C=CC=CC=2)C2C=CC=CC=2)C=CC=CC=1.C1(P(C2C=CC=CC=2)C2C=CC=CC=2)C=CC=CC=1.C1(P(C2C=CC=CC=2)C2C=CC=CC=2)C=CC=CC=1. The product is [CH3:16][O:15][CH2:14][CH2:13][N:8]1[C:6]2=[N:7][C:2]([Sn:18]([CH3:24])([CH3:23])[CH3:17])=[CH:3][N:4]=[C:5]2[NH:11][CH2:10][C:9]1=[O:12]. The yield is 0.770.